From a dataset of Full USPTO retrosynthesis dataset with 1.9M reactions from patents (1976-2016). Predict the reactants needed to synthesize the given product. (1) Given the product [C:29]([CH2:30][NH:31][C:13]([C:12]1[C:6]2[C:7](=[N:8][CH:9]=[C:4]([CH:1]3[CH2:2][CH2:3]3)[N:5]=2)[N:10]([CH2:16][O:17][CH2:18][CH2:19][Si:20]([CH3:21])([CH3:23])[CH3:22])[CH:11]=1)=[O:15])#[N:28], predict the reactants needed to synthesize it. The reactants are: [CH:1]1([C:4]2[N:5]=[C:6]3[C:12]([C:13]([OH:15])=O)=[CH:11][N:10]([CH2:16][O:17][CH2:18][CH2:19][Si:20]([CH3:23])([CH3:22])[CH3:21])[C:7]3=[N:8][CH:9]=2)[CH2:3][CH2:2]1.C(Cl)CCl.[NH2:28][CH2:29][C:30]#[N:31]. (2) Given the product [C:1]([C:3]1[NH:20][C:6]2[C:7]([C:14]([O:16][CH:17]([CH3:18])[CH3:19])=[O:15])=[CH:8][N:9]([C:26](=[O:27])[C:25]3[CH:29]=[CH:30][C:22]([F:21])=[CH:23][CH:24]=3)[CH2:10][C:11]([CH3:13])([CH3:12])[C:5]=2[CH:4]=1)#[N:2], predict the reactants needed to synthesize it. The reactants are: [C:1]([C:3]1[NH:20][C:6]2[C:7]([C:14]([O:16][CH:17]([CH3:19])[CH3:18])=[O:15])=[CH:8][NH:9][CH2:10][C:11]([CH3:13])([CH3:12])[C:5]=2[CH:4]=1)#[N:2].[F:21][C:22]1[CH:30]=[CH:29][C:25]([C:26](Cl)=[O:27])=[CH:24][CH:23]=1. (3) Given the product [N:1]1([C:6]2[N:14]=[CH:13][N:12]=[C:11]3[C:7]=2[N:8]=[CH:9][N:10]3[C@@H:15]2[O:37][C@H:36]([CH2:38][OH:39])[C@@H:26]([OH:27])[C@H:16]2[OH:17])[CH:5]=[CH:4][CH:3]=[N:2]1, predict the reactants needed to synthesize it. The reactants are: [N:1]1([C:6]2[N:14]=[CH:13][N:12]=[C:11]3[C:7]=2[N:8]=[CH:9][N:10]3[C@@H:15]2[O:37][C@H:36]([CH2:38][O:39]C(=O)C3C=CC=CC=3)[C@@H:26]([O:27]C(=O)C3C=CC=CC=3)[C@H:16]2[O:17]C(=O)C2C=CC=CC=2)[CH:5]=[CH:4][CH:3]=[N:2]1.C[O-].[Na+]. (4) Given the product [C:1]([O:5][C:6](=[O:37])[N:7]([CH2:27][C@@H:28]([C:30]1[CH:35]=[CH:34][CH:33]=[C:32]([Cl:36])[CH:31]=1)[OH:29])[C@@H:8]([CH2:11][C:12]1[CH:17]=[CH:16][C:15]([O:18][C:19]2[C:24]([CH2:25][OH:26])=[CH:23][CH:22]=[CH:21][N:20]=2)=[CH:14][CH:13]=1)[CH2:9][OH:10])([CH3:4])([CH3:2])[CH3:3], predict the reactants needed to synthesize it. The reactants are: [C:1]([O:5][C:6](=[O:37])[N:7]([CH2:27][C@@H:28]([C:30]1[CH:35]=[CH:34][CH:33]=[C:32]([Cl:36])[CH:31]=1)[OH:29])[C@@H:8]([CH2:11][C:12]1[CH:17]=[CH:16][C:15]([O:18][C:19]2[C:24]([CH:25]=[O:26])=[CH:23][CH:22]=[CH:21][N:20]=2)=[CH:14][CH:13]=1)[CH2:9][OH:10])([CH3:4])([CH3:3])[CH3:2].[BH4-].[Na+]. (5) Given the product [O:11]=[C:9]1[CH2:8][CH2:7][N:6]([C:4]([O:3][CH2:1][CH3:2])=[O:5])[CH2:12][C:13]2[S:14][CH:15]=[CH:16][C:17]1=2, predict the reactants needed to synthesize it. The reactants are: [CH2:1]([O:3][C:4]([N:6]([CH2:12][C:13]1[S:14][CH:15]=[CH:16][CH:17]=1)[CH2:7][CH2:8][C:9]([OH:11])=O)=[O:5])[CH3:2].C(Cl)(=O)C(Cl)=O.C(N)C1C=CC=CC=1.[Cl-].[Al+3].[Cl-].[Cl-].C(=O)(O)[O-].[Na+]. (6) Given the product [CH2:18]([N:25]1[CH2:34][CH2:33][C:32]2[C:31]([C:69]3[N:65]([CH:60]4[CH2:61][CH2:62][CH2:63][CH2:64][O:59]4)[N:66]=[CH:67][CH:68]=3)=[N:30][C:29]([C:36]([F:39])([F:38])[F:37])=[N:28][C:27]=2[CH2:26]1)[C:19]1[CH:24]=[CH:23][CH:22]=[CH:21][CH:20]=1, predict the reactants needed to synthesize it. The reactants are: CC1N=C(C2C=CC=CC=2)C2CCNCC=2N=1.[CH2:18]([N:25]1[CH2:34][CH2:33][C:32]2[C:31](Cl)=[N:30][C:29]([C:36]([F:39])([F:38])[F:37])=[N:28][C:27]=2[CH2:26]1)[C:19]1[CH:24]=[CH:23][CH:22]=[CH:21][CH:20]=1.ClC1C2CCN(C(OC(C)(C)C)=O)CC=2N=C(C)N=1.[O:59]1[CH2:64][CH2:63][CH2:62][CH2:61][CH:60]1[N:65]1[C:69](B2OC(C)(C)C(C)(C)O2)=[CH:68][CH:67]=[N:66]1.C1(B(O)O)C=CC=CC=1.